This data is from Catalyst prediction with 721,799 reactions and 888 catalyst types from USPTO. The task is: Predict which catalyst facilitates the given reaction. (1) Reactant: [F:1][C:2]([F:7])([F:6])[C:3]([OH:5])=[O:4].[CH2:8]([O:13][C:14]1([C:25]2[CH:30]=[CH:29][CH:28]=[CH:27][CH:26]=2)[CH2:17][N:16](C(OC(C)(C)C)=O)[CH2:15]1)[CH2:9][CH2:10][CH2:11][CH3:12]. Product: [F:1][C:2]([F:7])([F:6])[C:3]([OH:5])=[O:4].[CH2:8]([O:13][C:14]1([C:25]2[CH:30]=[CH:29][CH:28]=[CH:27][CH:26]=2)[CH2:17][NH:16][CH2:15]1)[CH2:9][CH2:10][CH2:11][CH3:12]. The catalyst class is: 4. (2) Reactant: [Cl:1][C:2]1[CH:7]=[C:6]([Cl:8])[C:5]([CH3:9])=[CH:4][C:3]=1[CH2:10]Cl.[C-:12]#[N:13].[K+].COC(C)(C)C. Product: [Cl:1][C:2]1[CH:7]=[C:6]([Cl:8])[C:5]([CH3:9])=[CH:4][C:3]=1[CH2:10][C:12]#[N:13]. The catalyst class is: 16. (3) Reactant: C(OC([NH:8][CH2:9][C:10]1[O:14][C:13]([CH3:15])=[N:12][C:11]=1[C:16]([O:18][CH2:19][CH3:20])=[O:17])=O)(C)(C)C.[ClH:21].C(OCC)(=O)C. Product: [ClH:21].[ClH:21].[NH2:8][CH2:9][C:10]1[O:14][C:13]([CH3:15])=[N:12][C:11]=1[C:16]([O:18][CH2:19][CH3:20])=[O:17]. The catalyst class is: 8. (4) Reactant: Br[C:2]1[CH:11]=[C:10]2[C:5]([CH:6]=[C:7]([CH3:30])[C:8]([CH:19]([O:25][C:26]([CH3:29])([CH3:28])[CH3:27])[C:20]([O:22]CC)=[O:21])=[C:9]2[C:12]2[CH:17]=[CH:16][C:15]([Cl:18])=[CH:14][CH:13]=2)=[CH:4][CH:3]=1.[C:31]([C:33]1([OH:38])[CH2:37][CH2:36][CH2:35][CH2:34]1)#[CH:32]. Product: [C:26]([O:25][CH:19]([C:8]1[C:7]([CH3:30])=[CH:6][C:5]2[C:10](=[CH:11][C:2]([C:32]#[C:31][C:33]3([OH:38])[CH2:37][CH2:36][CH2:35][CH2:34]3)=[CH:3][CH:4]=2)[C:9]=1[C:12]1[CH:17]=[CH:16][C:15]([Cl:18])=[CH:14][CH:13]=1)[C:20]([OH:22])=[O:21])([CH3:28])([CH3:27])[CH3:29]. The catalyst class is: 144. (5) Reactant: [CH2:1]([N:8]1[C:13](=[O:14])[C:12]2[CH:15]=[CH:16][CH:17]=[N:18][C:11]=2[N:10]=[C:9]1[CH:19]([NH:22][CH2:23][CH2:24][N:25]([CH3:27])[CH3:26])[CH2:20][CH3:21])[C:2]1[CH:7]=[CH:6][CH:5]=[CH:4][CH:3]=1.C(N(CC)C(C)C)(C)C.[Br:37][C:38]1[CH:46]=[CH:45][C:41]([C:42](Cl)=[O:43])=[CH:40][CH:39]=1. Product: [CH2:1]([N:8]1[C:13](=[O:14])[C:12]2[CH:15]=[CH:16][CH:17]=[N:18][C:11]=2[N:10]=[C:9]1[CH:19]([N:22]([CH2:23][CH2:24][N:25]([CH3:27])[CH3:26])[C:42](=[O:43])[C:41]1[CH:45]=[CH:46][C:38]([Br:37])=[CH:39][CH:40]=1)[CH2:20][CH3:21])[C:2]1[CH:3]=[CH:4][CH:5]=[CH:6][CH:7]=1. The catalyst class is: 2. (6) Reactant: C(Cl)(=O)C.C(O)(=O)C.[CH2:9]([NH:11][NH2:12])[CH3:10].[NH:13]1[C:21]2[C:16](=[CH:17][CH:18]=[CH:19][CH:20]=2)[C:15]([C:22](=O)[C:23]([O:25]C)=O)=[CH:14]1. Product: [CH2:9]([N:11]1[CH:14]=[C:15]2[C:22]([C:23](=[O:25])[NH:13][C:21]3[CH:20]=[CH:19][CH:18]=[CH:17][C:16]=32)=[N:12]1)[CH3:10]. The catalyst class is: 8. (7) Reactant: [O:1]1[C:5]2([CH2:10][CH2:9][C:8](=O)[CH2:7][CH2:6]2)[O:4][CH2:3][CH2:2]1.[CH2:12]([O:14][C:15](=[O:19])[CH2:16][C:17]#[N:18])[CH3:13].C(O)(=O)C.C([O-])(=O)C.[NH4+]. Product: [CH2:12]([O:14][C:15](=[O:19])[C:16]([C:17]#[N:18])=[C:8]1[CH2:9][CH2:10][C:5]2([O:4][CH2:3][CH2:2][O:1]2)[CH2:6][CH2:7]1)[CH3:13]. The catalyst class is: 11. (8) Reactant: [NH2:1][C:2]1[C:10]2[N:9]=[C:8]([C:11]3[O:15][C:14]([P:16]([O:21][CH2:22][CH3:23])([O:18][CH2:19][CH3:20])=[O:17])=[CH:13][CH:12]=3)[N:7]([CH2:24][CH:25]([CH3:27])[CH3:26])[C:6]=2[C:5]([CH2:28][CH2:29][CH2:30][CH2:31]O)=[CH:4][C:3]=1[F:33].C1C=CC(P(C2C=CC=CC=2)C2C=CC=CC=2)=CC=1.C(Br)(Br)(Br)[Br:54]. Product: [NH2:1][C:2]1[C:10]2[N:9]=[C:8]([C:11]3[O:15][C:14]([P:16]([O:21][CH2:22][CH3:23])([O:18][CH2:19][CH3:20])=[O:17])=[CH:13][CH:12]=3)[N:7]([CH2:24][CH:25]([CH3:27])[CH3:26])[C:6]=2[C:5]([CH2:28][CH2:29][CH2:30][CH2:31][Br:54])=[CH:4][C:3]=1[F:33]. The catalyst class is: 2.